From a dataset of Reaction yield outcomes from USPTO patents with 853,638 reactions. Predict the reaction yield, written as a fraction of the theoretical maximum amount of product (1.0 means a 100% yield; for example, 0.34 means a 34% yield). (1) The reactants are C[O:2][C:3](=[O:31])[C:4]1[CH:9]=[C:8]([O:10][CH2:11][CH2:12][CH2:13][CH2:14][C:15]2[C:16]3[C:23]([C:24]4[CH:29]=[CH:28][C:27]([F:30])=[CH:26][CH:25]=4)=[CH:22][S:21][C:17]=3[N:18]=[CH:19][N:20]=2)[CH:7]=[N:6][CH:5]=1.[OH-].[K+].C(O)(=O)C. The catalyst is CO. The product is [F:30][C:27]1[CH:26]=[CH:25][C:24]([C:23]2[C:16]3[C:15]([CH2:14][CH2:13][CH2:12][CH2:11][O:10][C:8]4[CH:7]=[N:6][CH:5]=[C:4]([CH:9]=4)[C:3]([OH:31])=[O:2])=[N:20][CH:19]=[N:18][C:17]=3[S:21][CH:22]=2)=[CH:29][CH:28]=1. The yield is 0.830. (2) The reactants are [C:1]([OH:10])(=[O:9])[CH2:2][CH2:3][CH2:4][CH2:5][C:6]([OH:8])=[O:7].[CH3:11][N:12]([CH2:32][C@@H:33]1[C:36]2[CH:37]=[C:38]([O:43][CH3:44])[C:39]([O:41][CH3:42])=[CH:40][C:35]=2[CH2:34]1)[CH2:13][CH2:14][CH2:15][N:16]1[C:26](=[O:27])[CH2:25][C:24]2[C:19](=[CH:20][C:21]([O:30][CH3:31])=[C:22]([O:28][CH3:29])[CH:23]=2)[CH2:18][CH2:17]1. The catalyst is C(O)C.ClCCl. The product is [CH3:11][N:12]([CH2:32][C@@H:33]1[C:36]2[CH:37]=[C:38]([O:43][CH3:44])[C:39]([O:41][CH3:42])=[CH:40][C:35]=2[CH2:34]1)[CH2:13][CH2:14][CH2:15][N:16]1[C:26](=[O:27])[CH2:25][C:24]2[C:19](=[CH:20][C:21]([O:30][CH3:31])=[C:22]([O:28][CH3:29])[CH:23]=2)[CH2:18][CH2:17]1.[C:1]([O-:10])(=[O:9])[CH2:2][CH2:3][CH2:4][CH2:5][C:6]([O-:8])=[O:7]. The yield is 0.840.